From a dataset of Reaction yield outcomes from USPTO patents with 853,638 reactions. Predict the reaction yield, written as a fraction of the theoretical maximum amount of product (1.0 means a 100% yield; for example, 0.34 means a 34% yield). (1) The reactants are [CH2:1]([O:4][C:5]1([CH3:38])[CH2:10][CH2:9][N:8]([C:11]2[N:16]3[N:17]=[C:18]([C:20]4[CH:25]=[CH:24][CH:23]=[C:22](Br)[CH:21]=4)[CH:19]=[C:15]3[N:14]=[C:13]([CH3:27])[C:12]=2[C@H:28]([O:33][C:34]([CH3:37])([CH3:36])[CH3:35])[C:29]([O:31][CH3:32])=[O:30])[CH2:7][CH2:6]1)[CH:2]=[CH2:3].[F:39][C:40]1[CH:45]=[CH:44][C:43](B(O)O)=[C:42]([OH:49])[CH:41]=1. No catalyst specified. The product is [CH2:1]([O:4][C:5]1([CH3:38])[CH2:10][CH2:9][N:8]([C:11]2[N:16]3[N:17]=[C:18]([C:20]4[CH:21]=[C:22]([C:43]5[CH:44]=[CH:45][C:40]([F:39])=[CH:41][C:42]=5[OH:49])[CH:23]=[CH:24][CH:25]=4)[CH:19]=[C:15]3[N:14]=[C:13]([CH3:27])[C:12]=2[C@H:28]([O:33][C:34]([CH3:37])([CH3:36])[CH3:35])[C:29]([O:31][CH3:32])=[O:30])[CH2:7][CH2:6]1)[CH:2]=[CH2:3]. The yield is 0.690. (2) The reactants are [C:1]([NH:20][C:21]1[N:26]=[CH:25][C:24]([C:27]2[CH:28]=[N:29][C:30]([NH2:33])=[CH:31][CH:32]=2)=[CH:23][CH:22]=1)([C:14]1[CH:19]=[CH:18][CH:17]=[CH:16][CH:15]=1)([C:8]1[CH:13]=[CH:12][CH:11]=[CH:10][CH:9]=1)[C:2]1[CH:7]=[CH:6][CH:5]=[CH:4][CH:3]=1.[F:34][C:35]([F:55])([F:54])[C:36]1([C:39]2[O:43][N:42]=[C:41]([NH:44][C:45](=O)[O:46]C3C=CC=CC=3)[CH:40]=2)[CH2:38][CH2:37]1.C(N(CC)CC)C. The catalyst is CN(C1C=CN=CC=1)C.CN(C=O)C. The product is [F:55][C:35]([F:34])([F:54])[C:36]1([C:39]2[O:43][N:42]=[C:41]([NH:44][C:45]([NH:33][C:30]3[N:29]=[CH:28][C:27]([C:24]4[CH:25]=[N:26][C:21]([NH:20][C:1]([C:14]5[CH:19]=[CH:18][CH:17]=[CH:16][CH:15]=5)([C:2]5[CH:3]=[CH:4][CH:5]=[CH:6][CH:7]=5)[C:8]5[CH:9]=[CH:10][CH:11]=[CH:12][CH:13]=5)=[CH:22][CH:23]=4)=[CH:32][CH:31]=3)=[O:46])[CH:40]=2)[CH2:38][CH2:37]1. The yield is 0.340.